From a dataset of Catalyst prediction with 721,799 reactions and 888 catalyst types from USPTO. Predict which catalyst facilitates the given reaction. Reactant: [CH3:1][C:2]1[C:6]2[CH:7]=[CH:8][C:9]([C:11]([F:14])([F:13])[F:12])=[CH:10][C:5]=2[O:4][C:3]=1[CH:15]([CH2:19][CH2:20][CH2:21][CH3:22])[CH2:16][CH2:17]O.C1(P(C2C=CC=CC=2)C2C=CC=CC=2)C=CC=CC=1.C(Br)(Br)(Br)[Br:43]. Product: [Br:43][CH2:17][CH2:16][CH:15]([C:3]1[O:4][C:5]2[CH:10]=[C:9]([C:11]([F:14])([F:13])[F:12])[CH:8]=[CH:7][C:6]=2[C:2]=1[CH3:1])[CH2:19][CH2:20][CH2:21][CH3:22]. The catalyst class is: 2.